Dataset: Retrosynthesis with 50K atom-mapped reactions and 10 reaction types from USPTO. Task: Predict the reactants needed to synthesize the given product. Given the product COc1cccc([C@H]2O[C@H](Cc3ncc(CCC(=O)O)o3)c3nnc(C(F)F)n3-c3ccc(Cl)cc32)c1OC, predict the reactants needed to synthesize it. The reactants are: COC(=O)CCc1cnc(C[C@H]2O[C@H](c3cccc(OC)c3OC)c3cc(Cl)ccc3-n3c(C(F)F)nnc32)o1.